This data is from Reaction yield outcomes from USPTO patents with 853,638 reactions. The task is: Predict the reaction yield, written as a fraction of the theoretical maximum amount of product (1.0 means a 100% yield; for example, 0.34 means a 34% yield). (1) The reactants are [C:1]([C:5]1[CH:36]=[CH:35][C:8]([C:9]([NH:11][C:12]2[N:13]=[C:14]3[CH:19]=[CH:18][C:17]([C:20]4[CH:21]=[N:22][N:23]([CH2:25][CH2:26][O:27]C5CCCCO5)[CH:24]=4)=[N:16][N:15]3[CH:34]=2)=[O:10])=[CH:7][CH:6]=1)([CH3:4])([CH3:3])[CH3:2].C(=O)([O-])O.[Na+]. The catalyst is Cl.C(O)C. The product is [C:1]([C:5]1[CH:36]=[CH:35][C:8]([C:9]([NH:11][C:12]2[N:13]=[C:14]3[CH:19]=[CH:18][C:17]([C:20]4[CH:21]=[N:22][N:23]([CH2:25][CH2:26][OH:27])[CH:24]=4)=[N:16][N:15]3[CH:34]=2)=[O:10])=[CH:7][CH:6]=1)([CH3:4])([CH3:2])[CH3:3]. The yield is 0.895. (2) The reactants are [ClH:1].[CH2:2]([C:5]1[N:6]=[C:7]([NH2:10])[NH:8][CH:9]=1)[C:3]#[CH:4].[CH2:11]([N:18]=[N+:19]=[N-:20])[C:12]1[CH:17]=[CH:16][CH:15]=[CH:14][CH:13]=1. No catalyst specified. The product is [ClH:1].[CH2:11]([N:18]1[CH:4]=[C:3]([CH2:2][C:5]2[N:6]=[C:7]([NH2:10])[NH:8][CH:9]=2)[N:20]=[N:19]1)[C:12]1[CH:17]=[CH:16][CH:15]=[CH:14][CH:13]=1. The yield is 0.860.